This data is from Forward reaction prediction with 1.9M reactions from USPTO patents (1976-2016). The task is: Predict the product of the given reaction. (1) Given the reactants [C:1]([O:8][C:9]([O:11][C:12]([CH3:15])([CH3:14])[CH3:13])=[O:10])(OC(C)(C)C)=O.O.Cl.[CH:18]#[C:19][C:20]1[CH:25]=[CH:24][C:23]([OH:26])=[CH:22][CH:21]=1, predict the reaction product. The product is: [OH:26][C:23]1[CH:24]=[CH:25][C:20]([CH:19]=[CH2:18])=[CH:21][CH:22]=1.[C:12]([O:11][C:9]([O:8][C:1]1[CH:22]=[CH:21][C:20]([CH:25]=[CH2:24])=[CH:19][CH:18]=1)=[O:10])([CH3:13])([CH3:14])[CH3:15]. (2) Given the reactants [N:1]([CH2:4][CH2:5][O:6][C:7]1[CH:12]=[CH:11][C:10]([CH2:13][C:14]([CH3:27])([O:20][C:21]2[CH:26]=[CH:25][CH:24]=[CH:23][CH:22]=2)[C:15]([O:17][CH2:18][CH3:19])=[O:16])=[CH:9][CH:8]=1)=[N+]=[N-], predict the reaction product. The product is: [NH2:1][CH2:4][CH2:5][O:6][C:7]1[CH:8]=[CH:9][C:10]([CH2:13][C:14]([CH3:27])([O:20][C:21]2[CH:22]=[CH:23][CH:24]=[CH:25][CH:26]=2)[C:15]([O:17][CH2:18][CH3:19])=[O:16])=[CH:11][CH:12]=1. (3) Given the reactants FF.BrP(Br)(C1C=CC=CC=1)(C1C=CC=CC=1)C1C=CC=CC=1.[Br:24][CH2:25][C:26]1[CH:34]=[CH:33][C:29]([C:30]([OH:32])=[O:31])=[C:28]([F:35])[CH:27]=1.[NH2:36][C:37]1[C:38]([C:44]([NH:46][NH2:47])=[O:45])=[N:39][C:40]([Br:43])=[CH:41][N:42]=1.CCN(C(C)C)C(C)C, predict the reaction product. The product is: [Br:24][CH2:25][C:26]1[CH:34]=[CH:33][C:29]([C:30]([OH:32])=[O:31])=[C:28]([F:35])[CH:27]=1.[Br:43][C:40]1[N:39]=[C:38]([C:44]2[O:45][C:30]([C:29]3[CH:33]=[CH:34][C:26]([CH2:25][Br:24])=[CH:27][C:28]=3[F:35])=[N:47][N:46]=2)[C:37]([NH2:36])=[N:42][CH:41]=1. (4) Given the reactants [F:1][CH:2]([F:17])[C:3]1[CH:4]=[CH:5][C:6]([C:9]([F:16])([F:15])[C:10](OCC)=[O:11])=[N:7][CH:8]=1.[BH4-].[Na+], predict the reaction product. The product is: [F:17][CH:2]([F:1])[C:3]1[CH:4]=[CH:5][C:6]([C:9]([F:16])([F:15])[CH2:10][OH:11])=[N:7][CH:8]=1.